Dataset: Catalyst prediction with 721,799 reactions and 888 catalyst types from USPTO. Task: Predict which catalyst facilitates the given reaction. (1) Reactant: [CH2:1]([N:8]([CH3:19])[C:9]1[CH:14]=[C:13]([N+:15]([O-])=O)[CH:12]=[CH:11][C:10]=1[CH3:18])[C:2]1[CH:7]=[CH:6][CH:5]=[CH:4][CH:3]=1. Product: [CH2:1]([N:8]([CH3:19])[C:9]1[CH:14]=[C:13]([NH2:15])[CH:12]=[CH:11][C:10]=1[CH3:18])[C:2]1[CH:7]=[CH:6][CH:5]=[CH:4][CH:3]=1. The catalyst class is: 240. (2) Reactant: [NH:1]1[CH:5]=[CH:4][CH:3]=[C:2]1[CH:6]=[O:7].Br[CH2:9][CH2:10][O:11][C:12]1[CH:17]=[CH:16][CH:15]=[CH:14][CH:13]=1.C([O-])([O-])=O.[K+].[K+]. Product: [O:11]([CH2:10][CH2:9][N:1]1[CH:5]=[CH:4][CH:3]=[C:2]1[CH:6]=[O:7])[C:12]1[CH:17]=[CH:16][CH:15]=[CH:14][CH:13]=1. The catalyst class is: 39.